This data is from Peptide-MHC class I binding affinity with 185,985 pairs from IEDB/IMGT. The task is: Regression. Given a peptide amino acid sequence and an MHC pseudo amino acid sequence, predict their binding affinity value. This is MHC class I binding data. (1) The peptide sequence is LPEAYQWHI. The MHC is HLA-A02:12 with pseudo-sequence HLA-A02:12. The binding affinity (normalized) is 0.0847. (2) The peptide sequence is ATIEAVLAK. The MHC is HLA-A26:02 with pseudo-sequence HLA-A26:02. The binding affinity (normalized) is 0.0847. (3) The peptide sequence is FSAVGNICY. The MHC is HLA-A30:02 with pseudo-sequence HLA-A30:02. The binding affinity (normalized) is 0.691. (4) The peptide sequence is LPAEVRAAF. The MHC is HLA-B40:01 with pseudo-sequence HLA-B40:01. The binding affinity (normalized) is 0.0847.